This data is from Reaction yield outcomes from USPTO patents with 853,638 reactions. The task is: Predict the reaction yield, written as a fraction of the theoretical maximum amount of product (1.0 means a 100% yield; for example, 0.34 means a 34% yield). (1) The reactants are [C:1]([C:5]1[CH:6]=[C:7]([NH2:11])[N:8]([CH3:10])[N:9]=1)([CH3:4])([CH3:3])[CH3:2].[C:12](C1NC=CN=1)(C1NC=CN=1)=[O:13].[NH2:24][CH2:25][C:26]1[CH:31]=[CH:30][CH:29]=[CH:28][C:27]=1[NH2:32]. The catalyst is ClCCCl. The product is [NH2:32][C:27]1[CH:28]=[CH:29][CH:30]=[CH:31][C:26]=1[CH2:25][NH:24][C:12]([NH:11][C:7]1[N:8]([CH3:10])[N:9]=[C:5]([C:1]([CH3:4])([CH3:2])[CH3:3])[CH:6]=1)=[O:13]. The yield is 0.490. (2) The reactants are I[C:2]1[C:3]([NH:14][C:15]2[CH:16]=[N:17][C:18]([O:21][CH3:22])=[CH:19][CH:20]=2)=[N:4][C:5]([N:8]2[CH2:13][CH2:12][O:11][CH2:10][CH2:9]2)=[N:6][CH:7]=1.[CH3:23][C:24]1[N:29]=[C:28]([S:30][CH3:31])[N:27]=[C:26]([Sn](CCCC)(CCCC)CCCC)[N:25]=1.[F-].[Cs+].O1CCOCC1. The catalyst is O.[Cu]I.C1C=CC([P]([Pd]([P](C2C=CC=CC=2)(C2C=CC=CC=2)C2C=CC=CC=2)([P](C2C=CC=CC=2)(C2C=CC=CC=2)C2C=CC=CC=2)[P](C2C=CC=CC=2)(C2C=CC=CC=2)C2C=CC=CC=2)(C2C=CC=CC=2)C2C=CC=CC=2)=CC=1. The product is [CH3:22][O:21][C:18]1[N:17]=[CH:16][C:15]([NH:14][C:3]2[C:2]([C:26]3[N:25]=[C:24]([CH3:23])[N:29]=[C:28]([S:30][CH3:31])[N:27]=3)=[CH:7][N:6]=[C:5]([N:8]3[CH2:13][CH2:12][O:11][CH2:10][CH2:9]3)[N:4]=2)=[CH:20][CH:19]=1. The yield is 0.353. (3) The reactants are O([C:8]([NH:10][C:11]1[CH:16]=[C:15]([O:17][C:18]2[C:23]([F:24])=[CH:22][C:21]([NH:25][C:26]([C:28]3([C:31]([O:33][CH2:34][C:35]4[CH:40]=[CH:39][CH:38]=[CH:37][CH:36]=4)=[O:32])[CH2:30][CH2:29]3)=[O:27])=[C:20]([F:41])[CH:19]=2)[CH:14]=[CH:13][N:12]=1)=[O:9])C1C=CC=CC=1.Cl.[OH:43][CH:44]1[CH2:47][NH:46][CH2:45]1.C(=O)([O-])O.[Na+]. The catalyst is CCCCCC.C(N(CC)CC)C.CN(C)C=O. The product is [F:41][C:20]1[CH:19]=[C:18]([O:17][C:15]2[CH:14]=[CH:13][N:12]=[C:11]([NH:10][C:8]([N:46]3[CH2:47][CH:44]([OH:43])[CH2:45]3)=[O:9])[CH:16]=2)[C:23]([F:24])=[CH:22][C:21]=1[NH:25][C:26]([C:28]1([C:31]([O:33][CH2:34][C:35]2[CH:36]=[CH:37][CH:38]=[CH:39][CH:40]=2)=[O:32])[CH2:29][CH2:30]1)=[O:27]. The yield is 0.450. (4) The reactants are N1C=CC=CC=1.Cl.[NH2:8][OH:9].[CH2:10]([C:12]1[CH:13]=[C:14]2[C:19](=[CH:20][CH:21]=1)[N:18]([CH3:22])[CH2:17][CH2:16][C:15]2=O)[CH3:11]. The catalyst is C(O)C. The product is [CH2:10]([C:12]1[CH:13]=[C:14]2[C:19](=[CH:20][CH:21]=1)[N:18]([CH3:22])[CH2:17][CH2:16]/[C:15]/2=[N:8]\[OH:9])[CH3:11]. The yield is 0.980.